Regression/Classification. Given a drug SMILES string, predict its toxicity properties. Task type varies by dataset: regression for continuous values (e.g., LD50, hERG inhibition percentage) or binary classification for toxic/non-toxic outcomes (e.g., AMES mutagenicity, cardiotoxicity, hepatotoxicity). Dataset: ld50_zhu. From a dataset of Acute oral toxicity (LD50) regression data from Zhu et al.. (1) The molecule is CCOP(=S)(OC(C)C)ON1C(=O)c2ccccc2C1=O. The rat oral LD50 is 3.12, given as -log10 of the dose in mol/kg body weight (higher means more acutely toxic). (2) The drug is CCCCCn1ncc(OP(=S)(OCC)OC(C)C)c(OC)c1=O. The rat oral LD50 is 4.62, given as -log10 of the dose in mol/kg body weight (higher means more acutely toxic). (3) The compound is C1CC(C2CO2)OCC1C1CO1. The rat oral LD50 is 2.01, given as -log10 of the dose in mol/kg body weight (higher means more acutely toxic). (4) The drug is CC(C)(c1cc(Cl)c(O)c(Cl)c1)c1cc(Cl)c(O)c(Cl)c1. The rat oral LD50 is 1.69, given as -log10 of the dose in mol/kg body weight (higher means more acutely toxic). (5) The compound is CCOC(=O)C1=C(C)NC(C)=C(C(=O)OC)C1c1cccc(Cl)c1Cl. The rat oral LD50 is 2.56, given as -log10 of the dose in mol/kg body weight (higher means more acutely toxic). (6) The drug is CN(C)N=Nc1ccc(C(=O)O)cc1. The rat oral LD50 is 2.78, given as -log10 of the dose in mol/kg body weight (higher means more acutely toxic). (7) The drug is COP(=S)(OC)Oc1ccc(C#N)cc1. The rat oral LD50 is 3.05, given as -log10 of the dose in mol/kg body weight (higher means more acutely toxic).